Dataset: Forward reaction prediction with 1.9M reactions from USPTO patents (1976-2016). Task: Predict the product of the given reaction. (1) Given the reactants [Br:1][C:2]1[CH:7]=[C:6]([F:8])[CH:5]=[CH:4][C:3]=1[CH:9]1[C:14]([C:15]([O:17][CH2:18][CH3:19])=[O:16])=[C:13]([CH2:20]Br)[NH:12][C:11]([N:22]2[CH:26]=[N:25][C:24]([C:27]#[N:28])=[N:23]2)=[N:10]1.Cl.[NH:30]1[CH2:35][CH2:34][O:33][CH:32]([CH2:36][C:37]([OH:39])=[O:38])[CH2:31]1, predict the reaction product. The product is: [Br:1][C:2]1[CH:7]=[C:6]([F:8])[CH:5]=[CH:4][C:3]=1[CH:9]1[N:10]=[C:11]([N:22]2[CH:26]=[N:25][C:24]([C:27]#[N:28])=[N:23]2)[NH:12][C:13]([CH2:20][N:30]2[CH2:35][CH2:34][O:33][CH:32]([CH2:36][C:37]([OH:39])=[O:38])[CH2:31]2)=[C:14]1[C:15]([O:17][CH2:18][CH3:19])=[O:16]. (2) Given the reactants [CH:1](OCC)(OCC)OCC.B(F)(F)F.CCOCC.[OH:20][N:21]=[C:22]([C:24]1[CH:29]=[CH:28][CH:27]=[C:26]([C:30]2[C:38]3[C:37]([N:39]4[CH2:44][CH2:43][O:42][CH2:41][CH2:40]4)=[N:36][CH:35]=[N:34][C:33]=3[N:32](COCC[Si](C)(C)C)[CH:31]=2)[CH:25]=1)[NH2:23].O, predict the reaction product. The product is: [N:39]1([C:37]2[C:38]3[C:30]([C:26]4[CH:27]=[CH:28][CH:29]=[C:24]([C:22]5[N:23]=[CH:1][O:20][N:21]=5)[CH:25]=4)=[CH:31][NH:32][C:33]=3[N:34]=[CH:35][N:36]=2)[CH2:40][CH2:41][O:42][CH2:43][CH2:44]1. (3) Given the reactants Cl.[CH2:2]([O:4][C:5]([C@@H:7]1[CH2:11][C@@H:10]([OH:12])[CH2:9][NH:8]1)=[O:6])[CH3:3].[CH3:13][C:14]([O:17][C:18](O[C:18]([O:17][C:14]([CH3:16])([CH3:15])[CH3:13])=[O:19])=[O:19])([CH3:16])[CH3:15], predict the reaction product. The product is: [CH3:3][CH2:2][O:4][C:5]([C@@H:7]1[CH2:11][C@@H:10]([OH:12])[CH2:9][N:8]1[C:18]([O:17][C:14]([CH3:16])([CH3:15])[CH3:13])=[O:19])=[O:6]. (4) Given the reactants C([N-]C(C)C)(C)C.[Li+].CCCCCCC.C1COCC1.C(C1C=CC=CC=1)C.[C:29]([O:33][C:34]([CH:36]1[CH2:38][CH2:37]1)=[O:35])([CH3:32])([CH3:31])[CH3:30].[CH2:39]([O:46][C:47]([N:49]1[CH2:54][CH2:53][C:52](=[O:55])[CH2:51][CH2:50]1)=[O:48])[C:40]1[CH:45]=[CH:44][CH:43]=[CH:42][CH:41]=1, predict the reaction product. The product is: [CH2:39]([O:46][C:47]([N:49]1[CH2:54][CH2:53][C:52]([C:36]2([C:34]([O:33][C:29]([CH3:32])([CH3:31])[CH3:30])=[O:35])[CH2:38][CH2:37]2)([OH:55])[CH2:51][CH2:50]1)=[O:48])[C:40]1[CH:45]=[CH:44][CH:43]=[CH:42][CH:41]=1. (5) Given the reactants C(N(CC)CC)C.[C:8]([C:16]1[C:17](=[O:27])[N:18]([CH3:26])[C:19](=[O:25])[N:20]([CH3:24])[C:21]=1[CH2:22]Br)(=O)[C:9]1[CH:14]=[CH:13][CH:12]=[CH:11][CH:10]=1.[C:28]([S:47][CH2:48][CH2:49][NH2:50])([C:41]1[CH:46]=[CH:45][CH:44]=[CH:43][CH:42]=1)([C:35]1[CH:40]=[CH:39][CH:38]=[CH:37][CH:36]=1)[C:29]1[CH:34]=[CH:33][CH:32]=[CH:31][CH:30]=1, predict the reaction product. The product is: [CH3:24][N:20]1[C:21]2=[CH:22][N:50]([CH2:49][CH2:48][S:47][C:28]([C:35]3[CH:40]=[CH:39][CH:38]=[CH:37][CH:36]=3)([C:29]3[CH:30]=[CH:31][CH:32]=[CH:33][CH:34]=3)[C:41]3[CH:46]=[CH:45][CH:44]=[CH:43][CH:42]=3)[C:8]([C:9]3[CH:14]=[CH:13][CH:12]=[CH:11][CH:10]=3)=[C:16]2[C:17](=[O:27])[N:18]([CH3:26])[C:19]1=[O:25]. (6) Given the reactants [CH:1]1[C:6]([OH:7])=[CH:5][CH:4]=[CH:3][C:2]=1[CH3:8].C1(P(C2C=CC=CC=2)C2C=CC=CC=2)C=CC=CC=1.O[C@@H:29]([CH3:34])[C:30]([O:32][CH3:33])=[O:31].CC(OC(/N=N/C(OC(C)C)=O)=O)C, predict the reaction product. The product is: [C:2]1([CH3:8])[CH:3]=[CH:4][CH:5]=[C:6]([O:7][C@H:29]([CH3:34])[C:30]([O:32][CH3:33])=[O:31])[CH:1]=1. (7) The product is: [CH3:10][S:11]([C:14]1[CH:19]=[CH:18][CH:17]=[CH:16][C:15]=1[O:20][C:2]1[CH:9]=[CH:8][C:5]([CH:6]=[O:7])=[CH:4][CH:3]=1)(=[O:12])=[O:13]. Given the reactants F[C:2]1[CH:9]=[CH:8][C:5]([CH:6]=[O:7])=[CH:4][CH:3]=1.[CH3:10][S:11]([C:14]1[CH:19]=[CH:18][CH:17]=[CH:16][C:15]=1[OH:20])(=[O:13])=[O:12].C(=O)([O-])[O-].[K+].[K+], predict the reaction product. (8) Given the reactants [N+:1]([C:4]1[CH:13]=[CH:12][C:7]2[NH:8][CH2:9][CH2:10][O:11][C:6]=2[CH:5]=1)([O-:3])=[O:2].O.[F:15][C:16]([F:20])([F:19])[CH:17]=O.[BH3-]C#N.[Na+], predict the reaction product. The product is: [N+:1]([C:4]1[CH:13]=[CH:12][C:7]2[N:8]([CH2:17][C:16]([F:20])([F:19])[F:15])[CH2:9][CH2:10][O:11][C:6]=2[CH:5]=1)([O-:3])=[O:2]. (9) Given the reactants [NH2:1][CH2:2][C:3]1[CH:8]=[CH:7][C:6]([NH:9][S:10]([CH3:13])(=[O:12])=[O:11])=[C:5]([CH:14]=[CH2:15])[CH:4]=1.[C:16]([C:20]1[CH:25]=[CH:24][C:23]([CH:26]=[CH:27][C:28](O)=[O:29])=[CH:22][CH:21]=1)([CH3:19])([CH3:18])[CH3:17].C(N(CC)CC)C.C(OP(C#N)(=O)OCC)C, predict the reaction product. The product is: [C:16]([C:20]1[CH:21]=[CH:22][C:23]([CH:26]=[CH:27][C:28]([NH:1][CH2:2][C:3]2[CH:8]=[CH:7][C:6]([NH:9][S:10]([CH3:13])(=[O:12])=[O:11])=[C:5]([CH:14]=[CH2:15])[CH:4]=2)=[O:29])=[CH:24][CH:25]=1)([CH3:19])([CH3:17])[CH3:18]. (10) Given the reactants C([N:14]1[CH2:17][C:16]([NH:19][C:20]2[CH:21]=[C:22]3[C:31](=[CH:32][CH:33]=2)[O:30][CH2:29][C:28]2[N:23]3[C@H:24]([CH3:35])[C:25](=[O:34])[NH:26][N:27]=2)([CH3:18])[CH2:15]1)(C1C=CC=CC=1)C1C=CC=CC=1.[C:44](O[C:44]([O:46][C:47]([CH3:50])([CH3:49])[CH3:48])=[O:45])([O:46][C:47]([CH3:50])([CH3:49])[CH3:48])=[O:45], predict the reaction product. The product is: [C:47]([O:46][C:44]([N:14]1[CH2:15][C:16]([CH3:18])([NH:19][C:20]2[CH:21]=[C:22]3[C:31](=[CH:32][CH:33]=2)[O:30][CH2:29][C:28]2[N:23]3[C@H:24]([CH3:35])[C:25](=[O:34])[NH:26][N:27]=2)[CH2:17]1)=[O:45])([CH3:48])([CH3:49])[CH3:50].